From a dataset of Forward reaction prediction with 1.9M reactions from USPTO patents (1976-2016). Predict the product of the given reaction. (1) Given the reactants C[Si](C)(C)[C:3]#[C:4][C:5]1[CH:14]=[C:13]2[C:8]([CH:9]=[CH:10][C:11]([O:15][CH:16]([CH2:21][CH3:22])[C:17]([O:19]C)=[O:18])=[CH:12]2)=[CH:7][CH:6]=1.[OH-].[Na+].C(OCC)(=O)C.Cl, predict the reaction product. The product is: [C:4]([C:5]1[CH:14]=[C:13]2[C:8]([CH:9]=[CH:10][C:11]([O:15][CH:16]([CH2:21][CH3:22])[C:17]([OH:19])=[O:18])=[CH:12]2)=[CH:7][CH:6]=1)#[CH:3]. (2) Given the reactants [NH2:1][CH2:2][CH2:3][C:4]1[CH:9]=[C:8]([F:10])[C:7]([OH:11])=[C:6]([F:12])[CH:5]=1.[C:13](O[C:13]([O:15][C:16]([CH3:19])([CH3:18])[CH3:17])=[O:14])([O:15][C:16]([CH3:19])([CH3:18])[CH3:17])=[O:14], predict the reaction product. The product is: [C:16]([O:15][C:13](=[O:14])[NH:1][CH2:2][CH2:3][C:4]1[CH:5]=[C:6]([F:12])[C:7]([OH:11])=[C:8]([F:10])[CH:9]=1)([CH3:19])([CH3:18])[CH3:17]. (3) Given the reactants [F:1][C:2]([F:45])([F:44])[C:3]1[CH:8]=[CH:7][C:6]([NH:9][C:10](=[O:43])[O:11][CH2:12][C:13]2([C:32](=[O:42])[NH:33][CH2:34][C:35]3[CH:40]=[CH:39][CH:38]=[CH:37][C:36]=3[Cl:41])[CH2:18][CH2:17][N:16]([C:19](=[O:31])[C@@H:20]([NH:23]C(OC(C)(C)C)=O)[CH2:21][OH:22])[CH2:15][CH2:14]2)=[CH:5][CH:4]=1.Cl.O1CCOCC1, predict the reaction product. The product is: [F:45][C:2]([F:1])([F:44])[C:3]1[CH:8]=[CH:7][C:6]([NH:9][C:10](=[O:43])[O:11][CH2:12][C:13]2([C:32](=[O:42])[NH:33][CH2:34][C:35]3[CH:40]=[CH:39][CH:38]=[CH:37][C:36]=3[Cl:41])[CH2:18][CH2:17][N:16]([C:19](=[O:31])[C@@H:20]([NH2:23])[CH2:21][OH:22])[CH2:15][CH2:14]2)=[CH:5][CH:4]=1. (4) Given the reactants [F:1][C:2]1[C:3]([NH:20][C:21]2[CH:26]=[CH:25][C:24]([C:27]#[C:28][Si](C)(C)C)=[CH:23][C:22]=2[F:33])=[C:4]([C:9]2[O:13][C:12]([NH:14][CH:15]([CH2:18][OH:19])[CH2:16][OH:17])=[N:11][N:10]=2)[CH:5]=[CH:6][C:7]=1[F:8].[F-].[Cs+].C(O)(=O)C, predict the reaction product. The product is: [C:27]([C:24]1[CH:25]=[CH:26][C:21]([NH:20][C:3]2[C:2]([F:1])=[C:7]([F:8])[CH:6]=[CH:5][C:4]=2[C:9]2[O:13][C:12]([NH:14][CH:15]([CH2:18][OH:19])[CH2:16][OH:17])=[N:11][N:10]=2)=[C:22]([F:33])[CH:23]=1)#[CH:28]. (5) Given the reactants Cl[C:2]1[C:11]2[C:6](=[CH:7][C:8]([O:12][CH3:13])=[CH:9][CH:10]=2)[CH:5]=[C:4]([NH:14][C:15]2[CH:19]=[C:18]([CH3:20])[NH:17][N:16]=2)[N:3]=1.[F:21][C:22]1[CH:27]=[CH:26][CH:25]=[CH:24][C:23]=1B(O)O, predict the reaction product. The product is: [F:21][C:22]1[CH:27]=[CH:26][CH:25]=[CH:24][C:23]=1[C:2]1[C:11]2[C:6](=[CH:7][C:8]([O:12][CH3:13])=[CH:9][CH:10]=2)[CH:5]=[C:4]([NH:14][C:15]2[CH:19]=[C:18]([CH3:20])[NH:17][N:16]=2)[N:3]=1. (6) Given the reactants C(O[C:4](=[O:18])[C:5](=[N:11][NH:12][CH2:13][CH2:14][CH:15]([CH3:17])[CH3:16])[C:6]1[S:7][CH:8]=[CH:9][CH:10]=1)C.C([CH:21]([C:25](Cl)=[O:26])[C:22](Cl)=[O:23])C.[O-:28][CH2:29][CH3:30].[Na+].Cl, predict the reaction product. The product is: [CH2:29]([O:28][C:25]([C:21]1[C:22](=[O:23])[N:12]([CH2:13][CH2:14][CH:15]([CH3:16])[CH3:17])[N:11]=[C:5]([C:6]2[S:7][CH:8]=[CH:9][CH:10]=2)[C:4]=1[OH:18])=[O:26])[CH3:30]. (7) Given the reactants [CH3:1][O:2][C:3]([N:5]1[C@@H:13]2[C@@H:8]([C@@:9]([OH:23])([C:14]#[C:15][C:16]3[CH:17]=[C:18]([CH3:22])[CH:19]=[CH:20][CH:21]=3)[CH2:10][CH2:11][CH2:12]2)[CH2:7][CH2:6]1)=[O:4].[NH2:24][C:25](=[O:30])[CH2:26][C:27](O)=[O:28], predict the reaction product. The product is: [NH2:24][C:25](=[O:30])[CH2:26][C:27]([O:23][C@@:9]1([C:14]#[C:15][C:16]2[CH:17]=[C:18]([CH3:22])[CH:19]=[CH:20][CH:21]=2)[CH2:10][CH2:11][CH2:12][C@@H:13]2[C@H:8]1[CH2:7][CH2:6][N:5]2[C:3]([O:2][CH3:1])=[O:4])=[O:28]. (8) Given the reactants [NH2:1][C:2]1[N:7]=[CH:6][N:5]=[C:4]2[N:8]([CH:24]3[CH2:29][CH2:28][CH2:27][N:26]([C:30](=[O:34])/[CH:31]=[CH:32]/C)[CH2:25]3)[N:9]=[C:10]([C:11]3[CH:16]=[CH:15][C:14]([O:17][C:18]4[CH:23]=[CH:22][CH:21]=[CH:20][CH:19]=4)=[CH:13][CH:12]=3)[C:3]=12.NC1N=CN=C2N(C3CCCN(S(C=C)(=O)=O)C3)N=C(C3C=CC(OC4C=CC=CC=4)=CC=3)C=12.NC1N=CN=C2N(C3CCCN(C(=O)C#C)C3)N=C(C3C=CC(OC4C=CC=CC=4)=CC=3)C=12.NC1N=CN=C2N(C3CCN(C(=O)C=C)CC3)N=C(C3C=CC(OC4C=CC=CC=4)=CC=3)C=12.NC1N=CN=C2N([C@@H]3CCN(C(=O)C=C)C3)N=C(C3C=CC(OC4C=CC=CC=4)=CC=3)C=12.NC1N=CN=C2N([C@H]3CCN(C(=O)C=C)C3)N=C(C3C=CC(OC4C=CC=CC=4)=CC=3)C=12.C(=O)C=C.NC1N=CN=C2N(C3CCCN(C(=O)/C=C/CN(C)C)C3)N=C(C3C=CC(OC4C=CC=CC=4)=CC=3)C=12, predict the reaction product. The product is: [NH2:1][C:2]1[N:7]=[CH:6][N:5]=[C:4]2[N:8]([CH:24]3[CH2:29][CH2:28][CH2:27][N:26]([C:30](=[O:34])[CH:31]=[CH2:32])[CH2:25]3)[N:9]=[C:10]([C:11]3[CH:16]=[CH:15][C:14]([O:17][C:18]4[CH:19]=[CH:20][CH:21]=[CH:22][CH:23]=4)=[CH:13][CH:12]=3)[C:3]=12. (9) Given the reactants Cl[C:2]1[N:7]=[CH:6][N:5]=[C:4]([NH2:8])[CH:3]=1.[CH3:9][S-:10].[Na+], predict the reaction product. The product is: [CH3:9][S:10][C:2]1[N:7]=[CH:6][N:5]=[C:4]([NH2:8])[CH:3]=1.